This data is from NCI-60 drug combinations with 297,098 pairs across 59 cell lines. The task is: Regression. Given two drug SMILES strings and cell line genomic features, predict the synergy score measuring deviation from expected non-interaction effect. (1) Synergy scores: CSS=4.39, Synergy_ZIP=-5.60, Synergy_Bliss=-5.38, Synergy_Loewe=-14.4, Synergy_HSA=-6.86. Drug 2: C1CC(C1)(C(=O)O)C(=O)O.[NH2-].[NH2-].[Pt+2]. Cell line: BT-549. Drug 1: CN(C)N=NC1=C(NC=N1)C(=O)N. (2) Drug 1: CC1OCC2C(O1)C(C(C(O2)OC3C4COC(=O)C4C(C5=CC6=C(C=C35)OCO6)C7=CC(=C(C(=C7)OC)O)OC)O)O. Drug 2: CS(=O)(=O)OCCCCOS(=O)(=O)C. Cell line: NCI-H322M. Synergy scores: CSS=-1.03, Synergy_ZIP=0.204, Synergy_Bliss=-4.06, Synergy_Loewe=-12.8, Synergy_HSA=-8.29. (3) Cell line: OVCAR-8. Synergy scores: CSS=42.9, Synergy_ZIP=0.863, Synergy_Bliss=2.33, Synergy_Loewe=-28.0, Synergy_HSA=1.43. Drug 1: C1=NC2=C(N=C(N=C2N1C3C(C(C(O3)CO)O)O)F)N. Drug 2: C(=O)(N)NO. (4) Drug 1: CS(=O)(=O)C1=CC(=C(C=C1)C(=O)NC2=CC(=C(C=C2)Cl)C3=CC=CC=N3)Cl. Drug 2: CC1=CC=C(C=C1)C2=CC(=NN2C3=CC=C(C=C3)S(=O)(=O)N)C(F)(F)F. Cell line: NCI-H460. Synergy scores: CSS=-6.68, Synergy_ZIP=-0.726, Synergy_Bliss=-6.57, Synergy_Loewe=-8.94, Synergy_HSA=-8.24. (5) Drug 1: CCC1=CC2CC(C3=C(CN(C2)C1)C4=CC=CC=C4N3)(C5=C(C=C6C(=C5)C78CCN9C7C(C=CC9)(C(C(C8N6C)(C(=O)OC)O)OC(=O)C)CC)OC)C(=O)OC.C(C(C(=O)O)O)(C(=O)O)O. Drug 2: C1C(C(OC1N2C=NC(=NC2=O)N)CO)O. Cell line: MOLT-4. Synergy scores: CSS=91.5, Synergy_ZIP=2.82, Synergy_Bliss=3.95, Synergy_Loewe=6.49, Synergy_HSA=8.80. (6) Drug 1: CN1CCC(CC1)COC2=C(C=C3C(=C2)N=CN=C3NC4=C(C=C(C=C4)Br)F)OC. Drug 2: CC1C(C(CC(O1)OC2CC(CC3=C2C(=C4C(=C3O)C(=O)C5=CC=CC=C5C4=O)O)(C(=O)C)O)N)O. Cell line: K-562. Synergy scores: CSS=41.2, Synergy_ZIP=-6.29, Synergy_Bliss=-9.67, Synergy_Loewe=-12.8, Synergy_HSA=-8.78. (7) Drug 1: C1CCN(CC1)CCOC2=CC=C(C=C2)C(=O)C3=C(SC4=C3C=CC(=C4)O)C5=CC=C(C=C5)O. Drug 2: C1CN(P(=O)(OC1)NCCCl)CCCl. Cell line: SF-268. Synergy scores: CSS=-3.53, Synergy_ZIP=3.85, Synergy_Bliss=2.72, Synergy_Loewe=-7.02, Synergy_HSA=-4.33. (8) Drug 2: CC12CCC3C(C1CCC2O)C(CC4=C3C=CC(=C4)O)CCCCCCCCCS(=O)CCCC(C(F)(F)F)(F)F. Synergy scores: CSS=5.32, Synergy_ZIP=2.27, Synergy_Bliss=6.49, Synergy_Loewe=2.20, Synergy_HSA=3.39. Drug 1: CN1CCC(CC1)COC2=C(C=C3C(=C2)N=CN=C3NC4=C(C=C(C=C4)Br)F)OC. Cell line: SR.